From a dataset of Reaction yield outcomes from USPTO patents with 853,638 reactions. Predict the reaction yield, written as a fraction of the theoretical maximum amount of product (1.0 means a 100% yield; for example, 0.34 means a 34% yield). (1) The reactants are COC[O:4][C:5]1[CH:10]=[CH:9][C:8]([O:11]COC)=[CH:7][C:6]=1[C@@H:15]1[CH2:19][C@H:18]([CH3:20])[CH2:17][C@@H:16]1[C:21]([C:23]1[CH:28]=[CH:27][C:26]([O:29]COC)=[CH:25][CH:24]=1)=O.C1(C)C=CC(S(O)(=O)=O)=CC=1.C([BH3-])#N.[Na+].Cl. The catalyst is CO.BrCOC1C(O)=CC=C(C)C=1.CCOC(C)=O. The product is [OH:29][C:26]1[CH:25]=[CH:24][C:23]([CH:21]2[CH:16]3[CH2:17][CH:18]([CH3:19])[CH2:20][CH:15]3[C:6]3[CH:7]=[C:8]([OH:11])[CH:9]=[CH:10][C:5]=3[O:4]2)=[CH:28][CH:27]=1. The yield is 0.700. (2) The reactants are [N:1]1([CH2:7][CH2:8][O:9][C:10]2[CH:15]=[CH:14][C:13]([NH2:16])=[CH:12][CH:11]=2)[CH2:6][CH2:5][O:4][CH2:3][CH2:2]1.[CH3:17][O:18][C:19](=[O:31])[C:20]1[C:21](=[C:26](I)[CH:27]=[CH:28][CH:29]=1)[C:22]([O:24][CH3:25])=[O:23].C1C=CC(P(C2C(C3C(P(C4C=CC=CC=4)C4C=CC=CC=4)=CC=C4C=3C=CC=C4)=C3C(C=CC=C3)=CC=2)C2C=CC=CC=2)=CC=1.C(=O)([O-])[O-].[Cs+].[Cs+]. The catalyst is C1(C)C=CC=CC=1.C(Cl)Cl.C1C=CC(/C=C/C(/C=C/C2C=CC=CC=2)=O)=CC=1.C1C=CC(/C=C/C(/C=C/C2C=CC=CC=2)=O)=CC=1.C1C=CC(/C=C/C(/C=C/C2C=CC=CC=2)=O)=CC=1.[Pd].[Pd]. The product is [CH3:25][O:24][C:22](=[O:23])[C:21]1[C:20](=[C:29]([NH:16][C:13]2[CH:14]=[CH:15][C:10]([O:9][CH2:8][CH2:7][N:1]3[CH2:6][CH2:5][O:4][CH2:3][CH2:2]3)=[CH:11][CH:12]=2)[CH:28]=[CH:27][CH:26]=1)[C:19]([O:18][CH3:17])=[O:31]. The yield is 0.700. (3) The yield is 0.570. The product is [Br:19][C:5]1[C:6]2[C:7]3[CH:15]=[CH:14][S:13][C:8]=3[C:9](=[O:12])[NH:10][C:11]=2[C:2]([F:1])=[C:3]([F:18])[C:4]=1[O:16][CH3:17]. The reactants are [F:1][C:2]1[C:11]2[NH:10][C:9](=[O:12])[C:8]3[S:13][CH:14]=[CH:15][C:7]=3[C:6]=2[CH:5]=[C:4]([O:16][CH3:17])[C:3]=1[F:18].[Br:19]N1C(=O)CCC1=O. No catalyst specified. (4) The reactants are [NH2:1][C:2]1[CH:7]=[CH:6][C:5]([CH2:8][S:9]([CH3:12])(=[O:11])=[O:10])=[CH:4][C:3]=1[C:13]1[C:14]2[CH:23]=[CH:22][N:21](S(C3C=CC(C)=CC=3)(=O)=O)[C:15]=2[C:16](=[O:20])[N:17]([CH3:19])[CH:18]=1.Br[C:35]1[CH:36]=[C:37]([O:45][CH3:46])[C:38]([O:43][CH3:44])=[C:39]([O:41][CH3:42])[CH:40]=1.C(=O)([O-])[O-].[Cs+].[Cs+].C1(P(C2CCCCC2)C2C=CC=CC=2C2C(C(C)C)=CC(C(C)C)=CC=2C(C)C)CCCCC1. The catalyst is C1(C)C=CC=CC=1.C(O)(C)(C)C.C([O-])(=O)C.[Pd+2].C([O-])(=O)C. The product is [CH3:19][N:17]1[CH:18]=[C:13]([C:3]2[CH:4]=[C:5]([CH2:8][S:9]([CH3:12])(=[O:11])=[O:10])[CH:6]=[CH:7][C:2]=2[NH:1][C:35]2[CH:36]=[C:37]([O:45][CH3:46])[C:38]([O:43][CH3:44])=[C:39]([O:41][CH3:42])[CH:40]=2)[C:14]2[CH:23]=[CH:22][NH:21][C:15]=2[C:16]1=[O:20]. The yield is 0.260. (5) The reactants are [Br:1][C:2]1[CH:3]=[CH:4][C:5]([O:13][CH3:14])=[C:6]([C@H:8]([CH3:12])[C:9]([OH:11])=[O:10])[CH:7]=1.C([C@@H]1COC(=O)N1C(=O)[C@@H](C1C=C(Br)C=CC=1OC)C)C1C=CC=CC=1. The yield is 0.580. No catalyst specified. The product is [Br:1][C:2]1[CH:3]=[CH:4][C:5]([O:13][CH3:14])=[C:6]([C@@H:8]([CH3:12])[C:9]([OH:11])=[O:10])[CH:7]=1.